Dataset: Full USPTO retrosynthesis dataset with 1.9M reactions from patents (1976-2016). Task: Predict the reactants needed to synthesize the given product. Given the product [Br:9][C:10]1[N:15]=[C:14]([C:16]([N:5]2[CH2:6][CH2:7][O:8][C@H:3]([CH3:2])[CH2:4]2)=[O:17])[CH:13]=[CH:12][CH:11]=1, predict the reactants needed to synthesize it. The reactants are: Cl.[CH3:2][C@H:3]1[O:8][CH2:7][CH2:6][NH:5][CH2:4]1.[Br:9][C:10]1[N:15]=[C:14]([C:16](O)=[O:17])[CH:13]=[CH:12][CH:11]=1.